Dataset: Full USPTO retrosynthesis dataset with 1.9M reactions from patents (1976-2016). Task: Predict the reactants needed to synthesize the given product. The reactants are: [NH:1]1[CH2:8][CH2:7][CH2:6][C@@H:2]1[C:3]([OH:5])=[O:4].[C:9](Cl)(=[O:13])[C:10]([CH3:12])=[CH2:11]. Given the product [C:9]([N:1]1[CH2:8][CH2:7][CH2:6][C@@H:2]1[C:3]([OH:5])=[O:4])(=[O:13])[C:10]([CH3:12])=[CH2:11], predict the reactants needed to synthesize it.